This data is from Peptide-MHC class II binding affinity with 134,281 pairs from IEDB. The task is: Regression. Given a peptide amino acid sequence and an MHC pseudo amino acid sequence, predict their binding affinity value. This is MHC class II binding data. (1) The peptide sequence is AFTVVLSGGTLIDTL. The MHC is DRB1_0405 with pseudo-sequence DRB1_0405. The binding affinity (normalized) is 0.647. (2) The peptide sequence is LIWVGINTRNMTMSM. The MHC is DRB1_1302 with pseudo-sequence DRB1_1302. The binding affinity (normalized) is 0.478. (3) The peptide sequence is ILESDFLISEMLSKE. The MHC is DRB1_0101 with pseudo-sequence DRB1_0101. The binding affinity (normalized) is 0.836. (4) The peptide sequence is MPFVTTQPEALAAAA. The MHC is HLA-DQA10301-DQB10302 with pseudo-sequence HLA-DQA10301-DQB10302. The binding affinity (normalized) is 0.181. (5) The peptide sequence is AQAVYDFRSIVDYLR. The MHC is DRB1_0301 with pseudo-sequence DRB1_0301. The binding affinity (normalized) is 0.436. (6) The peptide sequence is TTAYFLYQQQGRLDK. The MHC is DRB1_0101 with pseudo-sequence DRB1_0101. The binding affinity (normalized) is 0.